Dataset: Reaction yield outcomes from USPTO patents with 853,638 reactions. Task: Predict the reaction yield, written as a fraction of the theoretical maximum amount of product (1.0 means a 100% yield; for example, 0.34 means a 34% yield). (1) The reactants are [H-].[Na+].CCO.[C:6]([O:14][CH2:15][CH3:16])(=[O:13])[CH2:7][C:8]([O:10][CH2:11][CH3:12])=[O:9].[Br:17][C:18]1[CH:23]=[CH:22][C:21]([CH2:24]Br)=[C:20]([CH2:26]Br)[CH:19]=1. The catalyst is CCOCC. The product is [Br:17][C:18]1[CH:19]=[C:20]2[C:21](=[CH:22][CH:23]=1)[CH2:24][C:7]([C:8]([O:10][CH2:11][CH3:12])=[O:9])([C:6]([O:14][CH2:15][CH3:16])=[O:13])[CH2:26]2. The yield is 0.720. (2) The reactants are [F:1][C:2]([F:7])([F:6])[C:3]([OH:5])=[O:4].[F:8][C:9]([F:14])([F:13])[C:10]([OH:12])=[O:11].FC(F)(F)C(O)=O.[Cl:22][C:23]1[CH:24]=[N:25][C:26]2[NH:27][C:28]3[CH:29]=[N:30][CH:31]=[C:32]([CH:45]=3)[CH2:33][CH2:34][C:35]3[CH:43]=[C:39]([NH:40][C:41]=1[N:42]=2)[CH:38]=[CH:37][C:36]=3[NH2:44].[O:46]=[C:47]1[C:55]2[C:50](=[CH:51][CH:52]=[CH:53][CH:54]=2)[C:49](=[O:56])[N:48]1[CH2:57][CH2:58][S:59](Cl)(=[O:61])=[O:60]. No catalyst specified. The product is [F:1][C:2]([F:7])([F:6])[C:3]([OH:5])=[O:4].[F:8][C:9]([F:14])([F:13])[C:10]([OH:12])=[O:11].[Cl:22][C:23]1[CH:24]=[N:25][C:26]2[NH:27][C:28]3[CH:29]=[N:30][CH:31]=[C:32]([CH:45]=3)[CH2:33][CH2:34][C:35]3[CH:43]=[C:39]([NH:40][C:41]=1[N:42]=2)[CH:38]=[CH:37][C:36]=3[NH:44][S:59]([CH2:58][CH2:57][N:48]1[C:47](=[O:46])[C:55]2[C:50](=[CH:51][CH:52]=[CH:53][CH:54]=2)[C:49]1=[O:56])(=[O:60])=[O:61]. The yield is 0.200. (3) The reactants are C1(S([N:10]2[C:14]3=[N:15][CH:16]=[C:17]([S:19][CH2:20][CH2:21][CH2:22][CH3:23])[CH:18]=[C:13]3[C:12]([C:24]3[CH:25]=[N:26][NH:27][CH:28]=3)=[CH:11]2)(=O)=O)C=CC=CC=1.[OH-].[Na+]. The catalyst is C(O)C. The product is [CH2:20]([S:19][C:17]1[CH:18]=[C:13]2[C:12]([C:24]3[CH:25]=[N:26][NH:27][CH:28]=3)=[CH:11][NH:10][C:14]2=[N:15][CH:16]=1)[CH2:21][CH2:22][CH3:23]. The yield is 0.350. (4) The reactants are [OH:1][C:2]1[CH:7]=[CH:6][C:5]([CH2:8][C:9]([O:11][CH3:12])=[O:10])=[CH:4][CH:3]=1.C(=O)([O-])[O-].[K+].[K+].Br[CH2:20][CH:21]([CH3:23])[CH3:22]. The catalyst is CN(C)C=O. The product is [CH2:20]([O:1][C:2]1[CH:3]=[CH:4][C:5]([CH2:8][C:9]([O:11][CH3:12])=[O:10])=[CH:6][CH:7]=1)[CH:21]([CH3:23])[CH3:22]. The yield is 1.00. (5) The reactants are [H-].[Al+3].[Li+].[H-].[H-].[H-].C[O:8][C:9](=O)[CH2:10][C:11]1[CH:16]=[CH:15][CH:14]=[CH:13][C:12]=1[O:17][CH3:18].[OH-].[Na+]. The catalyst is O1CCCC1. The product is [CH3:18][O:17][C:12]1[CH:13]=[CH:14][CH:15]=[CH:16][C:11]=1[CH2:10][CH2:9][OH:8]. The yield is 0.570. (6) The yield is 0.560. The reactants are [CH2:1](I)[CH3:2].[Li]C(C)(C)C.CCCCC.[C:14]([N:33]1[CH:37]=[C:36]([CH:38]=[O:39])[N:35]=[CH:34]1)([C:27]1[CH:32]=[CH:31][CH:30]=[CH:29][CH:28]=1)([C:21]1[CH:26]=[CH:25][CH:24]=[CH:23][CH:22]=1)[C:15]1[CH:20]=[CH:19][CH:18]=[CH:17][CH:16]=1.Cl. The product is [C:14]([N:33]1[CH:37]=[C:36]([CH:38]([OH:39])[CH2:1][CH3:2])[N:35]=[CH:34]1)([C:27]1[CH:28]=[CH:29][CH:30]=[CH:31][CH:32]=1)([C:21]1[CH:22]=[CH:23][CH:24]=[CH:25][CH:26]=1)[C:15]1[CH:20]=[CH:19][CH:18]=[CH:17][CH:16]=1. The catalyst is CCOCC.C1COCC1. (7) The reactants are [CH3:1][N:2]1[C:6]([CH3:7])=[CH:5][C:4]([NH:8][C:9]2[C:14](=[O:15])[N:13]([CH3:16])[CH:12]=[C:11]([C:17]3[C:22]([CH:23]=[O:24])=[C:21]([N:25]4[CH2:37][CH2:36][C:35]5[N:34]6[C:29]([CH2:30][CH2:31][CH2:32][CH2:33]6)=[CH:28][C:27]=5[C:26]4=[O:38])[N:20]=[CH:19][CH:18]=3)[CH:10]=2)=[N:3]1.[BH4-].[Na+]. The catalyst is CO. The product is [CH3:1][N:2]1[C:6]([CH3:7])=[CH:5][C:4]([NH:8][C:9]2[C:14](=[O:15])[N:13]([CH3:16])[CH:12]=[C:11]([C:17]3[CH:18]=[CH:19][N:20]=[C:21]([N:25]4[CH2:37][CH2:36][C:35]5[N:34]6[C:29]([CH2:30][CH2:31][CH2:32][CH2:33]6)=[CH:28][C:27]=5[C:26]4=[O:38])[C:22]=3[CH2:23][OH:24])[CH:10]=2)=[N:3]1. The yield is 0.660. (8) The reactants are [Cl:1][C:2]1[CH:7]=[CH:6][C:5]([CH2:8][CH:9]([CH:13]([C:15]2[CH:20]=[CH:19][C:18]([F:21])=[CH:17][CH:16]=2)O)C(O)=O)=[CH:4][C:3]=1[O:22][C:23]([F:28])([F:27])[CH:24]([F:26])[F:25].C1(P(N=[N+]=[N-])(C2C=CC=CC=2)=[O:36])C=CC=CC=1.C([N:48]([CH2:51]C)CC)C.[OH2:53]. The catalyst is O1CCCC1. The product is [Cl:1][C:2]1[CH:7]=[CH:6][C:5]([CH2:8][CH:9]2[CH:13]([C:15]3[CH:16]=[CH:17][C:18]([F:21])=[CH:19][CH:20]=3)[O:53][C:51](=[O:36])[NH:48]2)=[CH:4][C:3]=1[O:22][C:23]([F:27])([F:28])[CH:24]([F:26])[F:25]. The yield is 0.870.